Dataset: Catalyst prediction with 721,799 reactions and 888 catalyst types from USPTO. Task: Predict which catalyst facilitates the given reaction. (1) Reactant: [CH2:1]([O:3][C:4](=[O:17])[CH:5]([C:14](=O)[CH3:15])[C:6](=O)[CH2:7][O:8][C:9]([CH3:12])([CH3:11])[CH3:10])[CH3:2].O.[NH2:19][NH2:20]. Product: [CH2:1]([O:3][C:4]([C:5]1[C:6]([CH2:7][O:8][C:9]([CH3:12])([CH3:11])[CH3:10])=[N:19][NH:20][C:14]=1[CH3:15])=[O:17])[CH3:2]. The catalyst class is: 15. (2) Reactant: CS(C)=O.C(Cl)(=O)C(Cl)=O.[CH3:11][O:12][C:13]1[CH:18]=[C:17]([CH3:19])[C:16]([S:20]([N:23]2[CH2:28][CH2:27][CH2:26][CH2:25][CH:24]2[CH2:29][OH:30])(=[O:22])=[O:21])=[C:15]([CH3:31])[CH:14]=1.C(N(CC)CC)C. Product: [CH3:11][O:12][C:13]1[CH:14]=[C:15]([CH3:31])[C:16]([S:20]([N:23]2[CH2:28][CH2:27][CH2:26][CH2:25][CH:24]2[CH:29]=[O:30])(=[O:21])=[O:22])=[C:17]([CH3:19])[CH:18]=1. The catalyst class is: 34. (3) Reactant: Cl.O1CCOCC1.[OH:8][C@H:9]([C@@H:27]([NH:35]C(OC(C)(C)C)=O)[CH2:28][CH:29]1[CH2:34][CH2:33][CH2:32][CH2:31][CH2:30]1)[CH2:10][N:11]([CH2:20][C:21]1[CH:26]=[CH:25][CH:24]=[CH:23][CH:22]=1)[NH:12]C(OC(C)(C)C)=O. Product: [OH:8][C@H:9]([C@@H:27]([NH2:35])[CH2:28][CH:29]1[CH2:34][CH2:33][CH2:32][CH2:31][CH2:30]1)[CH2:10][N:11]([CH2:20][C:21]1[CH:26]=[CH:25][CH:24]=[CH:23][CH:22]=1)[NH2:12]. The catalyst class is: 12. (4) Reactant: [CH3:1][NH:2][C:3]([C:5]1[CH:6]=[C:7]([O:11][C:12]2[CH:13]=[CH:14][C:15]([NH:19][C:20]([NH:22][C:23]3[CH:24]=[CH:25][C:26]([Cl:33])=[C:27]([C:29]([F:32])([F:31])[F:30])[CH:28]=3)=[O:21])=[C:16]([F:18])[CH:17]=2)[CH:8]=[CH:9][N:10]=1)=[O:4].S(C1C=CC(C)=CC=1)([O-])(=O)=O.O.[OH-].[Na+].CC(C)=O. Product: [CH3:1][NH:2][C:3]([C:5]1[CH:6]=[C:7]([O:11][C:12]2[CH:13]=[CH:14][C:15]([NH:19][C:20]([NH:22][C:23]3[CH:24]=[CH:25][C:26]([Cl:33])=[C:27]([C:29]([F:31])([F:32])[F:30])[CH:28]=3)=[O:21])=[C:16]([F:18])[CH:17]=2)[CH:8]=[CH:9][N:10]=1)=[O:4]. The catalyst class is: 13. (5) Reactant: [N:1]1[CH:6]=[CH:5][N:4]=[CH:3][C:2]=1[NH:7][C:8]([C@@H:10]1[CH2:13][CH2:12][N:11]1C(OC(C)(C)C)=O)=[O:9].C(O)(C(F)(F)F)=O. Product: [N:1]1[CH:6]=[CH:5][N:4]=[CH:3][C:2]=1[NH:7][C:8]([C@@H:10]1[CH2:13][CH2:12][NH:11]1)=[O:9]. The catalyst class is: 2.